Dataset: Retrosynthesis with 50K atom-mapped reactions and 10 reaction types from USPTO. Task: Predict the reactants needed to synthesize the given product. (1) Given the product C[C@@H](O)CCCCn1c(=O)c2c(ncn2C)n(CCCCCCN)c1=O, predict the reactants needed to synthesize it. The reactants are: C[C@@H](O)CCCCn1c(=O)c2c(ncn2C)n(CCCCCC#N)c1=O. (2) Given the product CCOC(=O)c1cc(-c2ccc(C)cn2)n(-c2cccnn2)n1, predict the reactants needed to synthesize it. The reactants are: CCOC(=O)c1cc(-c2ccc(C)cn2)n(-c2ccc(Cl)nn2)n1. (3) The reactants are: COC(=O)C(CC1CCCC1)c1ccc(S(C)(=O)=O)c(C(F)(F)F)c1. Given the product CS(=O)(=O)c1ccc(C(CC2CCCC2)C(=O)O)cc1C(F)(F)F, predict the reactants needed to synthesize it. (4) Given the product COc1ccc(C(NC(C)c2ccc(F)c(F)c2)c2cccc(CN)c2)cc1, predict the reactants needed to synthesize it. The reactants are: COc1ccc(C(NC(C)c2ccc(F)c(F)c2)c2cccc(C#N)c2)cc1. (5) Given the product CCc1ccc(C(=O)N2CCC3(CC2)Oc2ccccc2-n2c(/C=N\O)ccc23)cc1OC, predict the reactants needed to synthesize it. The reactants are: CCc1ccc(C(=O)N2CCC3(CC2)Oc2ccccc2-n2c(C=O)ccc23)cc1OC.NO. (6) The reactants are: CCNC(=O)Nc1cc(Cl)c(Br)cn1.CCOC(=O)c1cncc(B2OC(C)(C)C(C)(C)O2)c1. Given the product CCNC(=O)Nc1cc(Cl)c(-c2cncc(C(=O)OCC)c2)cn1, predict the reactants needed to synthesize it. (7) The reactants are: O=C(O)c1cc2ncc(Cl)cn2n1.O=[N+]([O-])c1cccc2c1CCNC2. Given the product O=C(c1cc2ncc(Cl)cn2n1)N1CCc2c(cccc2[N+](=O)[O-])C1, predict the reactants needed to synthesize it.